From a dataset of Catalyst prediction with 721,799 reactions and 888 catalyst types from USPTO. Predict which catalyst facilitates the given reaction. (1) Reactant: [CH3:1][O:2][C:3]1[CH:4]=[C:5]([CH:9]=[CH:10][C:11]=1[O:12][CH3:13])[C:6](Cl)=[O:7].[NH2:14][C:15]1[CH:20]=[CH:19][C:18]([C:21]([CH3:25])([CH3:24])[C:22]#[N:23])=[C:17]([C:26]([F:29])([F:28])[F:27])[CH:16]=1.C(N(CC)CC)C. Product: [C:22]([C:21]([CH3:25])([CH3:24])[C:18]1[CH:19]=[CH:20][C:15]([NH:14][C:6](=[O:7])[C:5]2[CH:9]=[CH:10][C:11]([O:12][CH3:13])=[C:3]([O:2][CH3:1])[CH:4]=2)=[CH:16][C:17]=1[C:26]([F:27])([F:29])[F:28])#[N:23]. The catalyst class is: 2. (2) Reactant: CCN(C(C)C)C(C)C.Cl.Cl.[CH3:12][C@H:13]1[C:21]2[C:20]([N:22]3[CH2:27][CH2:26][NH:25][CH2:24][CH2:23]3)=[N:19][CH:18]=[N:17][C:16]=2[C:15]([CH3:29])([OH:28])[CH2:14]1.[C:30]([O:34][C:35]([N:37]([CH:50]([CH3:52])[CH3:51])[CH2:38][CH:39]([C:43]1[CH:48]=[CH:47][C:46]([Cl:49])=[CH:45][CH:44]=1)[C:40](O)=[O:41])=[O:36])([CH3:33])([CH3:32])[CH3:31].F[P-](F)(F)(F)(F)F.N1(OC(N(C)C)=[N+](C)C)C2C=CC=CC=2N=N1. Product: [Cl:49][C:46]1[CH:47]=[CH:48][C:43]([CH:39]([C:40]([N:25]2[CH2:24][CH2:23][N:22]([C:20]3[C:21]4[C@H:13]([CH3:12])[CH2:14][C:15]([OH:28])([CH3:29])[C:16]=4[N:17]=[CH:18][N:19]=3)[CH2:27][CH2:26]2)=[O:41])[CH2:38][N:37]([CH:50]([CH3:51])[CH3:52])[C:35](=[O:36])[O:34][C:30]([CH3:32])([CH3:31])[CH3:33])=[CH:44][CH:45]=1. The catalyst class is: 2. (3) Reactant: [CH2:1]([N:8]1[CH2:13][CH2:12][C:11](=O)[CH2:10][CH2:9]1)[C:2]1[CH:7]=[CH:6][CH:5]=[CH:4][CH:3]=1.[C:15]1([NH2:21])[CH:20]=[CH:19][CH:18]=[CH:17][CH:16]=1.[C-:22]#[N:23].[K+].[OH-].[NH4+]. Product: [CH2:1]([N:8]1[CH2:13][CH2:12][C:11]([NH:21][C:15]2[CH:20]=[CH:19][CH:18]=[CH:17][CH:16]=2)([C:22]#[N:23])[CH2:10][CH2:9]1)[C:2]1[CH:7]=[CH:6][CH:5]=[CH:4][CH:3]=1. The catalyst class is: 86. (4) Reactant: [BH4-].[Na+].[Si:3]([O:10][CH2:11][CH2:12][O:13][C:14]1[CH:15]=[C:16]([F:24])[C:17]([C:20](OC)=[O:21])=[N:18][CH:19]=1)([C:6]([CH3:9])([CH3:8])[CH3:7])([CH3:5])[CH3:4]. Product: [Si:3]([O:10][CH2:11][CH2:12][O:13][C:14]1[CH:15]=[C:16]([F:24])[C:17]([CH2:20][OH:21])=[N:18][CH:19]=1)([C:6]([CH3:9])([CH3:8])[CH3:7])([CH3:5])[CH3:4]. The catalyst class is: 8. (5) Reactant: [CH2:1]([N:8]([CH2:16][C:17]1[CH:22]=[CH:21][CH:20]=[CH:19][CH:18]=1)[C@@H:9]1[CH2:14][NH:13][C:12](=[O:15])[CH2:11][CH2:10]1)[C:2]1[CH:7]=[CH:6][CH:5]=[CH:4][CH:3]=1.[CH3:23]C(C)([O-])C.[K+].CI.[Na+].[Cl-]. Product: [CH2:16]([N:8]([CH2:1][C:2]1[CH:3]=[CH:4][CH:5]=[CH:6][CH:7]=1)[C@@H:9]1[CH2:14][N:13]([CH3:23])[C:12](=[O:15])[CH2:11][CH2:10]1)[C:17]1[CH:22]=[CH:21][CH:20]=[CH:19][CH:18]=1. The catalyst class is: 54. (6) Reactant: [CH2:1]([N:8]1[CH2:13][CH2:12][O:11][CH:10]([C:14]2[CH:19]=[CH:18][C:17](Br)=[CH:16][CH:15]=2)[CH2:9]1)[C:2]1[CH:7]=[CH:6][CH:5]=[CH:4][CH:3]=1.[F:21][C:22]([F:31])([F:30])[C:23]1[CH:24]=[C:25]([OH:29])[CH:26]=[CH:27][CH:28]=1.CC(C)(C(=O)CC(=O)C(C)(C)C)C.C(=O)([O-])[O-].[Cs+].[Cs+]. Product: [CH2:1]([N:8]1[CH2:13][CH2:12][O:11][CH:10]([C:14]2[CH:19]=[CH:18][C:17]([O:29][C:25]3[CH:26]=[CH:27][CH:28]=[C:23]([C:22]([F:21])([F:30])[F:31])[CH:24]=3)=[CH:16][CH:15]=2)[CH2:9]1)[C:2]1[CH:7]=[CH:6][CH:5]=[CH:4][CH:3]=1. The catalyst class is: 432. (7) Product: [F:22][C:19]1[CH:20]=[CH:21][C:14]([SH:10])=[C:15]([CH:18]=1)[C:16]#[N:17]. Reactant: O.O.O.O.O.O.O.O.O.[S-2:10].[Na+].[Na+].F[C:14]1[CH:21]=[CH:20][C:19]([F:22])=[CH:18][C:15]=1[C:16]#[N:17]. The catalyst class is: 3. (8) Reactant: [CH3:1][O:2][C:3](=[O:8])[C:4]([S:6][CH3:7])=[CH2:5].C(OC(=C)C(O)=O)C.[CH2:17]([N:24]([CH2:30]OC)[CH2:25][Si](C)(C)C)[C:18]1[CH:23]=[CH:22][CH:21]=[CH:20][CH:19]=1.FC(F)(F)C(O)=O. The catalyst class is: 4. Product: [CH3:1][O:2][C:3]([C:4]1([S:6][CH3:7])[CH2:5][CH2:25][N:24]([CH2:17][C:18]2[CH:19]=[CH:20][CH:21]=[CH:22][CH:23]=2)[CH2:30]1)=[O:8].